From a dataset of NCI-60 drug combinations with 297,098 pairs across 59 cell lines. Regression. Given two drug SMILES strings and cell line genomic features, predict the synergy score measuring deviation from expected non-interaction effect. (1) Cell line: NCIH23. Synergy scores: CSS=20.8, Synergy_ZIP=3.94, Synergy_Bliss=4.69, Synergy_Loewe=-0.590, Synergy_HSA=4.36. Drug 2: CC12CCC(CC1=CCC3C2CCC4(C3CC=C4C5=CN=CC=C5)C)O. Drug 1: CC(C1=C(C=CC(=C1Cl)F)Cl)OC2=C(N=CC(=C2)C3=CN(N=C3)C4CCNCC4)N. (2) Drug 1: CC1OCC2C(O1)C(C(C(O2)OC3C4COC(=O)C4C(C5=CC6=C(C=C35)OCO6)C7=CC(=C(C(=C7)OC)O)OC)O)O. Drug 2: CN(C)N=NC1=C(NC=N1)C(=O)N. Cell line: SF-295. Synergy scores: CSS=45.7, Synergy_ZIP=-2.35, Synergy_Bliss=-4.85, Synergy_Loewe=-10.3, Synergy_HSA=-1.79. (3) Drug 1: CC1=C(C(CCC1)(C)C)C=CC(=CC=CC(=CC(=O)O)C)C. Drug 2: CC1=C(C=C(C=C1)NC(=O)C2=CC=C(C=C2)CN3CCN(CC3)C)NC4=NC=CC(=N4)C5=CN=CC=C5. Cell line: DU-145. Synergy scores: CSS=-4.55, Synergy_ZIP=3.32, Synergy_Bliss=5.01, Synergy_Loewe=-1.14, Synergy_HSA=-0.0835. (4) Drug 1: C1C(C(OC1N2C=NC(=NC2=O)N)CO)O. Drug 2: CC12CCC3C(C1CCC2OP(=O)(O)O)CCC4=C3C=CC(=C4)OC(=O)N(CCCl)CCCl.[Na+]. Cell line: HCT-15. Synergy scores: CSS=16.9, Synergy_ZIP=-4.44, Synergy_Bliss=5.52, Synergy_Loewe=4.33, Synergy_HSA=4.44.